From a dataset of Full USPTO retrosynthesis dataset with 1.9M reactions from patents (1976-2016). Predict the reactants needed to synthesize the given product. (1) Given the product [CH2:24]([O:23][C:22](=[O:26])[NH:9][C:7]1[CH:8]=[C:3]([O:2][CH3:1])[CH:4]=[CH:5][C:6]=1[C:10]1[CH2:19][CH2:18][C:17]2[C:12](=[CH:13][CH:14]=[C:15]([O:20][CH3:21])[CH:16]=2)[CH:11]=1)[CH3:25], predict the reactants needed to synthesize it. The reactants are: [CH3:1][O:2][C:3]1[CH:4]=[CH:5][C:6]([C:10]2[CH2:19][CH2:18][C:17]3[C:12](=[CH:13][CH:14]=[C:15]([O:20][CH3:21])[CH:16]=3)[CH:11]=2)=[C:7]([NH2:9])[CH:8]=1.[C:22](Cl)(=[O:26])[O:23][CH2:24][CH3:25].[Cl-].[NH4+]. (2) Given the product [F:29][C:4]1[CH:3]=[C:2]([S:36]([C:30]2[CH:35]=[CH:34][CH:33]=[CH:32][CH:31]=2)(=[O:38])=[O:37])[CH:28]=[CH:27][C:5]=1[O:6][CH:7]1[CH2:11][CH2:10][N:9]([CH:12]2[CH2:17][CH2:16][N:15]([C:18]3[S:22][N:21]=[C:20]([CH:23]([CH3:25])[CH3:24])[N:19]=3)[CH2:14][CH2:13]2)[C:8]1=[O:26], predict the reactants needed to synthesize it. The reactants are: Br[C:2]1[CH:28]=[CH:27][C:5]([O:6][CH:7]2[CH2:11][CH2:10][N:9]([CH:12]3[CH2:17][CH2:16][N:15]([C:18]4[S:22][N:21]=[C:20]([CH:23]([CH3:25])[CH3:24])[N:19]=4)[CH2:14][CH2:13]3)[C:8]2=[O:26])=[C:4]([F:29])[CH:3]=1.[C:30]1([S:36]([O-:38])=[O:37])[CH:35]=[CH:34][CH:33]=[CH:32][CH:31]=1.[Na+].[C@@H]1(N)CCCC[C@H]1N. (3) Given the product [CH3:13][N:14]([CH3:18])[CH2:15][CH2:16][O:17][C:2]1[N:7]=[C:6]([NH2:8])[CH:5]=[CH:4][N:3]=1, predict the reactants needed to synthesize it. The reactants are: Cl[C:2]1[N:7]=[C:6]([NH2:8])[CH:5]=[CH:4][N:3]=1.[O-]CC.[Na+].[CH3:13][N:14]([CH3:18])[CH2:15][CH2:16][OH:17]. (4) Given the product [Br:32][C:25]1[C:6]([N:8]2[CH2:9][CH2:10][N:11]([CH2:14][C:15]3[CH:19]=[C:18]([CH3:20])[O:17][N:16]=3)[CH2:12][CH2:13]2)=[C:27]([N+:28]([O-:30])=[O:29])[C:22]([NH2:21])=[N:23][CH:24]=1, predict the reactants needed to synthesize it. The reactants are: C(O[C:6]([N:8]1[CH2:13][CH2:12][N:11]([CH2:14][C:15]2[CH:19]=[C:18]([CH3:20])[O:17][N:16]=2)[CH2:10][CH2:9]1)=O)(C)(C)C.[NH2:21][C:22]1[C:27]([N+:28]([O-:30])=[O:29])=C(Cl)[C:25]([Br:32])=[CH:24][N:23]=1.C(N(C(C)C)CC)(C)C. (5) Given the product [F:33][C:27]1[CH:28]=[CH:29][CH:30]=[C:31]([F:32])[C:26]=1[S:23]([NH:22][C:20]1[CH:21]=[C:16]([C:9]2[N:10]=[C:11]([CH:13]([CH3:15])[CH3:14])[S:12][C:8]=2[C:6]2[CH:5]=[CH:4][N:3]=[C:2]([NH:47][C:44]3[CH:45]=[N:46][C:41]([N:35]4[CH2:36][CH2:37][O:38][CH2:39][CH2:40]4)=[CH:42][CH:43]=3)[N:7]=2)[CH:17]=[CH:18][C:19]=1[F:34])(=[O:25])=[O:24].[Cl:1][C:2]1[N:7]=[C:6]([C:8]2[S:12][C:11]([CH:13]([CH3:15])[CH3:14])=[N:10][C:9]=2[C:16]2[CH:17]=[CH:18][C:19]([F:34])=[C:20]([NH:22][S:23]([C:26]3[C:31]([F:32])=[CH:30][CH:29]=[CH:28][C:27]=3[F:33])(=[O:24])=[O:25])[CH:21]=2)[CH:5]=[CH:4][N:3]=1, predict the reactants needed to synthesize it. The reactants are: [Cl:1][C:2]1[N:7]=[C:6]([C:8]2[S:12][C:11]([CH:13]([CH3:15])[CH3:14])=[N:10][C:9]=2[C:16]2[CH:17]=[CH:18][C:19]([F:34])=[C:20]([NH:22][S:23]([C:26]3[C:31]([F:32])=[CH:30][CH:29]=[CH:28][C:27]=3[F:33])(=[O:25])=[O:24])[CH:21]=2)[CH:5]=[CH:4][N:3]=1.[N:35]1([C:41]2[N:46]=[CH:45][C:44]([NH2:47])=[CH:43][CH:42]=2)[CH2:40][CH2:39][O:38][CH2:37][CH2:36]1. (6) Given the product [Cl:16][C:17]1[N:22]2[N:23]=[C:24]([C:26]3[CH:35]=[CH:34][C:33]4[CH2:32][CH2:31][CH2:30][CH2:29][C:28]=4[CH:27]=3)[CH:25]=[C:21]2[N:20]=[C:19]([CH3:36])[C:18]=1[CH:37]([OH:14])[C:38]([O:40][CH3:41])=[O:39], predict the reactants needed to synthesize it. The reactants are: C[Si]([N-][Si](C)(C)C)(C)C.[K+].C1C[O:14]CC1.[Cl:16][C:17]1[N:22]2[N:23]=[C:24]([C:26]3[CH:35]=[CH:34][C:33]4[CH2:32][CH2:31][CH2:30][CH2:29][C:28]=4[CH:27]=3)[CH:25]=[C:21]2[N:20]=[C:19]([CH3:36])[C:18]=1[CH2:37][C:38]([O:40][CH3:41])=[O:39].C1(C2ON2S(C2C=CC=CC=2)(=O)=O)C=CC=CC=1.